This data is from Full USPTO retrosynthesis dataset with 1.9M reactions from patents (1976-2016). The task is: Predict the reactants needed to synthesize the given product. (1) Given the product [O:16]1[CH:17]=[CH:18][C:14]([C:11]2[CH:12]=[CH:13][C:8]3[N:7]=[C:22]([C:24]4[CH:25]=[C:26]([CH:27]=[CH:28][CH:29]=4)[C:30]#[N:31])[CH2:21][C:20](=[O:32])[NH:19][C:9]=3[CH:10]=2)=[CH:15]1, predict the reactants needed to synthesize it. The reactants are: C(OC(=O)[NH:7][C:8]1[CH:13]=[CH:12][C:11]([C:14]2[CH:18]=[CH:17][O:16][CH:15]=2)=[CH:10][C:9]=1[NH:19][C:20](=[O:32])[CH2:21][C:22]([C:24]1[CH:29]=[CH:28][CH:27]=[C:26]([C:30]#[N:31])[CH:25]=1)=O)(C)(C)C.C(O)(C(F)(F)F)=O. (2) Given the product [CH3:35][N:36]([CH3:46])[C:37]1[CH:38]=[CH:39][CH:40]=[C:41]([C:19]([C:11]2[N:10]([S:7]([C:1]3[CH:2]=[CH:3][CH:4]=[CH:5][CH:6]=3)(=[O:9])=[O:8])[C:14]3=[N:15][CH:16]=[CH:17][CH:18]=[C:13]3[CH:12]=2)=[CH:20][CH:21]([CH3:23])[CH3:22])[CH:42]=1, predict the reactants needed to synthesize it. The reactants are: [C:1]1([S:7]([N:10]2[C:14]3=[N:15][CH:16]=[CH:17][CH:18]=[C:13]3[CH:12]=[C:11]2[C:19](OS(C2C=CC(C)=CC=2)(=O)=O)=[CH:20][CH:21]([CH3:23])[CH3:22])(=[O:9])=[O:8])[CH:6]=[CH:5][CH:4]=[CH:3][CH:2]=1.[CH3:35][N:36]([CH3:46])[C:37]1[CH:38]=[C:39](B(O)O)[CH:40]=[CH:41][CH:42]=1.C(=O)([O-])[O-].[Na+].[Na+]. (3) Given the product [Cl:38][C:36]1[CH:35]=[CH:34][C:33]([O:39][CH3:40])=[C:32]([C:17]2[CH:18]=[CH:19][CH:20]=[C:15]([O:14][CH2:13][CH:12]([OH:30])[CH2:11][N:2]3[CH2:3][CH2:4][C:5]4[C:10](=[CH:9][CH:8]=[CH:7][CH:6]=4)[CH2:1]3)[CH:16]=2)[CH:37]=1, predict the reactants needed to synthesize it. The reactants are: [CH2:1]1[C:10]2[C:5](=[CH:6][CH:7]=[CH:8][CH:9]=2)[CH2:4][CH2:3][N:2]1[CH2:11][CH:12]([OH:30])[CH2:13][O:14][C:15]1[CH:20]=[CH:19][CH:18]=[C:17](B2OC(C)(C)C(C)(C)O2)[CH:16]=1.Br[C:32]1[CH:37]=[C:36]([Cl:38])[CH:35]=[CH:34][C:33]=1[O:39][CH3:40].C([O-])([O-])=O.[K+].[K+]. (4) Given the product [CH:11]1([C:8]2[NH:7][C:6](=[O:16])[C:5]([CH:2]([NH:1][C:19](=[O:20])[C:18]([CH3:24])([CH3:17])[CH2:22][CH3:23])[CH2:3][CH3:4])=[N:10][N:9]=2)[CH2:15][CH2:14][CH2:13][CH2:12]1, predict the reactants needed to synthesize it. The reactants are: [NH2:1][CH:2]([C:5]1[C:6](=[O:16])[NH:7][C:8]([CH:11]2[CH2:15][CH2:14][CH2:13][CH2:12]2)=[N:9][N:10]=1)[CH2:3][CH3:4].[CH3:17][C:18]([CH3:24])([CH2:22][CH3:23])[C:19](O)=[O:20].